Predict the product of the given reaction. From a dataset of Forward reaction prediction with 1.9M reactions from USPTO patents (1976-2016). (1) Given the reactants Cl.[CH:2]1([NH:7][NH2:8])[CH2:6][CH2:5][CH2:4][CH2:3]1.N/[C:10](/[CH3:14])=[CH:11]\[C:12]#[N:13], predict the reaction product. The product is: [CH:2]1([N:7]2[C:12]([NH2:13])=[CH:11][C:10]([CH3:14])=[N:8]2)[CH2:6][CH2:5][CH2:4][CH2:3]1. (2) Given the reactants [C:1]([O:5][C:6]([NH:8][C@H:9]([CH:14]=O)[CH2:10][CH:11]([CH3:13])[CH3:12])=[O:7])([CH3:4])([CH3:3])[CH3:2].[NH2:16][C@@H:17]([CH2:25][C:26]1[CH:31]=[CH:30][C:29]([O:32][CH2:33][C:34]2[CH:39]=[CH:38][CH:37]=[CH:36][CH:35]=2)=[CH:28][CH:27]=1)[C:18]([NH:20][C:21]([CH3:24])([CH3:23])[CH3:22])=[O:19].C([BH3-])#N.[Na+], predict the reaction product. The product is: [C:1]([O:5][C:6](=[O:7])[NH:8][CH:9]([CH2:14][NH:16][CH:17]([C:18](=[O:19])[NH:20][C:21]([CH3:23])([CH3:22])[CH3:24])[CH2:25][C:26]1[CH:27]=[CH:28][C:29]([O:32][CH2:33][C:34]2[CH:35]=[CH:36][CH:37]=[CH:38][CH:39]=2)=[CH:30][CH:31]=1)[CH2:10][CH:11]([CH3:12])[CH3:13])([CH3:2])([CH3:3])[CH3:4]. (3) Given the reactants [CH3:1][N:2]([CH3:15])[CH2:3][C:4]([CH3:14])([O:6][C:7]1[N:12]=[N:11][C:10]([NH2:13])=[CH:9][CH:8]=1)[CH3:5].Br[C:17]1[C:18](=[O:25])[N:19]([CH3:24])[N:20]=[C:21]([Cl:23])[CH:22]=1.C([O-])([O-])=O.[Cs+].[Cs+].CC1(C)C2C(=C(P(C3C=CC=CC=3)C3C=CC=CC=3)C=CC=2)OC2C(P(C3C=CC=CC=3)C3C=CC=CC=3)=CC=CC1=2, predict the reaction product. The product is: [Cl:23][C:21]1[CH:22]=[C:17]([NH:13][C:10]2[N:11]=[N:12][C:7]([O:6][C:4]([CH3:5])([CH3:14])[CH2:3][N:2]([CH3:1])[CH3:15])=[CH:8][CH:9]=2)[C:18](=[O:25])[N:19]([CH3:24])[N:20]=1. (4) The product is: [F:37][C:2]([F:1])([F:36])[C:3]1[CH:8]=[C:7]([C:9]2[O:13][N:12]=[C:11]([C:14]3[CH:22]=[CH:21][CH:20]=[C:19]4[C:15]=3[CH:16]=[CH:17][N:18]4[CH2:23][CH2:24][C:25]([O-:27])=[O:26])[N:10]=2)[CH:6]=[CH:5][C:4]=1[C:30]1[CH:31]=[CH:32][CH:33]=[CH:34][CH:35]=1.[Na+:39]. Given the reactants [F:1][C:2]([F:37])([F:36])[C:3]1[CH:8]=[C:7]([C:9]2[O:13][N:12]=[C:11]([C:14]3[CH:22]=[CH:21][CH:20]=[C:19]4[C:15]=3[CH:16]=[CH:17][N:18]4[CH2:23][CH2:24][C:25]([O:27]CC)=[O:26])[N:10]=2)[CH:6]=[CH:5][C:4]=1[C:30]1[CH:35]=[CH:34][CH:33]=[CH:32][CH:31]=1.[OH-].[Na+:39].O, predict the reaction product. (5) Given the reactants [CH2:1]([O:8][C:9]1[CH:24]=[C:23]([N:25]([CH2:31][C:32]2[CH:37]=[CH:36][C:35]([CH:38]3[CH2:43][CH2:42][CH2:41][CH2:40][CH2:39]3)=[CH:34][CH:33]=2)[C:26](=[O:30])[CH2:27][NH:28][CH3:29])[CH:22]=[CH:21][C:10]=1[C:11]([O:13][CH2:14][C:15]1[CH:20]=[CH:19][CH:18]=[CH:17][CH:16]=1)=[O:12])[C:2]1[CH:7]=[CH:6][CH:5]=[CH:4][CH:3]=1.[N:44]1[C:53]2[C:48](=[CH:49][CH:50]=[CH:51][C:52]=2[S:54](Cl)(=[O:56])=[O:55])[CH:47]=[CH:46][CH:45]=1, predict the reaction product. The product is: [CH2:1]([O:8][C:9]1[CH:24]=[C:23]([N:25]([CH2:31][C:32]2[CH:33]=[CH:34][C:35]([CH:38]3[CH2:43][CH2:42][CH2:41][CH2:40][CH2:39]3)=[CH:36][CH:37]=2)[C:26](=[O:30])[CH2:27][N:28]([CH3:29])[S:54]([C:52]2[CH:51]=[CH:50][CH:49]=[C:48]3[C:53]=2[N:44]=[CH:45][CH:46]=[CH:47]3)(=[O:55])=[O:56])[CH:22]=[CH:21][C:10]=1[C:11]([O:13][CH2:14][C:15]1[CH:20]=[CH:19][CH:18]=[CH:17][CH:16]=1)=[O:12])[C:2]1[CH:3]=[CH:4][CH:5]=[CH:6][CH:7]=1. (6) Given the reactants [Cl:1][C:2]1[C:11]2[C:6](=[CH:7][CH:8]=[CH:9][C:10]=2[NH:12][CH:13]2[CH2:18][CH2:17][N:16](C(OC(C)(C)C)=O)[CH2:15][CH2:14]2)[CH:5]=[N:4][CH:3]=1.Cl.CO, predict the reaction product. The product is: [ClH:1].[Cl:1][C:2]1[C:11]2[C:6](=[CH:7][CH:8]=[CH:9][C:10]=2[NH:12][CH:13]2[CH2:18][CH2:17][NH:16][CH2:15][CH2:14]2)[CH:5]=[N:4][CH:3]=1. (7) Given the reactants O=[C:2]1[NH:7][C:6]([C:8]([O:10][CH2:11][CH3:12])=[O:9])=[N:5][C:4]2=[N:13][N:14]([CH2:16][C:17]3[CH:22]=[CH:21][C:20]([CH2:23][N:24]4[CH:28]=[CH:27][CH:26]=[N:25]4)=[CH:19][CH:18]=3)[CH:15]=[C:3]12.O=P(Cl)(Cl)[Cl:31].CN(C)C=O, predict the reaction product. The product is: [N:24]1([CH2:23][C:20]2[CH:21]=[CH:22][C:17]([CH2:16][N:14]3[CH:15]=[C:3]4[C:4]([N:5]=[C:6]([C:8]([O:10][CH2:11][CH3:12])=[O:9])[N:7]=[C:2]4[Cl:31])=[N:13]3)=[CH:18][CH:19]=2)[CH:28]=[CH:27][CH:26]=[N:25]1. (8) Given the reactants Cl[C:2]1[C:3]([C:12]([F:15])([F:14])[F:13])=[CH:4][C:5]([N+:9]([O-:11])=[O:10])=[C:6]([NH2:8])[CH:7]=1.C([O-])([O-])=O.[K+].[K+].[Cl:22][C:23]1[CH:24]=[C:25]([OH:30])[CH:26]=[CH:27][C:28]=1[Cl:29], predict the reaction product. The product is: [Cl:22][C:23]1[CH:24]=[C:25]([CH:26]=[CH:27][C:28]=1[Cl:29])[O:30][C:2]1[C:3]([C:12]([F:15])([F:14])[F:13])=[CH:4][C:5]([N+:9]([O-:11])=[O:10])=[C:6]([NH2:8])[CH:7]=1. (9) Given the reactants [S:1]1[C:5]2[CH:6]=[C:7]([CH2:10][CH2:11][O:12][CH2:13][C:14]([OH:16])=O)[CH:8]=[CH:9][C:4]=2[CH:3]=[CH:2]1.N1C=CN=C1.S(Cl)(Cl)=O.[NH:26]1[CH2:30][CH2:29][CH:28]([OH:31])[CH2:27]1, predict the reaction product. The product is: [S:1]1[C:5]2[CH:6]=[C:7]([CH2:10][CH2:11][O:12][CH2:13][C:14]([N:26]3[CH2:30][CH2:29][CH:28]([OH:31])[CH2:27]3)=[O:16])[CH:8]=[CH:9][C:4]=2[CH:3]=[CH:2]1.